Dataset: Full USPTO retrosynthesis dataset with 1.9M reactions from patents (1976-2016). Task: Predict the reactants needed to synthesize the given product. Given the product [Cl:1][C:2]1[CH:3]=[C:4]([C:8]2[C:13]3[N:14]([CH2:26][C@H:27]4[CH2:32][CH2:31][C@H:30]([CH3:33])[CH2:29][CH2:28]4)[C:15]([C:17]([C:19]4[CH:24]=[CH:23][CH:22]=[CH:21][C:20]=4[F:25])([OH:18])[CH3:40])=[N:16][C:12]=3[CH:11]=[C:10]([C:34]3[NH:38][C:37](=[O:39])[O:36][N:35]=3)[N:9]=2)[CH:5]=[N:6][CH:7]=1, predict the reactants needed to synthesize it. The reactants are: [Cl:1][C:2]1[CH:3]=[C:4]([C:8]2[C:13]3[N:14]([CH2:26][C@H:27]4[CH2:32][CH2:31][C@H:30]([CH3:33])[CH2:29][CH2:28]4)[C:15]([C:17]([C:19]4[CH:24]=[CH:23][CH:22]=[CH:21][C:20]=4[F:25])=[O:18])=[N:16][C:12]=3[CH:11]=[C:10]([C:34]3[NH:38][C:37](=[O:39])[O:36][N:35]=3)[N:9]=2)[CH:5]=[N:6][CH:7]=1.[CH3:40][Mg]Br.